The task is: Predict the product of the given reaction.. This data is from Forward reaction prediction with 1.9M reactions from USPTO patents (1976-2016). (1) Given the reactants [CH3:1][O:2][C:3]1[CH:4]=[C:5]2[C:9](=[CH:10][CH:11]=1)[C:8](=[O:12])[CH:7]([CH2:13][C:14](=O)[N:15]1[CH2:19][CH2:18][CH2:17][CH2:16]1)[CH2:6]2.[H-].[H-].[H-].[H-].[Li+].[Al+3], predict the reaction product. The product is: [CH3:1][O:2][C:3]1[CH:4]=[C:5]2[C:9](=[CH:10][CH:11]=1)[CH:8]([OH:12])[CH:7]([CH2:13][CH2:14][N:15]1[CH2:19][CH2:18][CH2:17][CH2:16]1)[CH2:6]2. (2) Given the reactants [CH3:1][N:2]([CH3:12])[CH2:3][CH2:4][C@@H:5]([C:7]1[S:8][CH:9]=[CH:10][CH:11]=1)[OH:6].CNCC[C@H](OC1C=CC=C2C=CC=CC=12)C1SC=CC=1.C(C1SC=CC=1)(=O)C.C=O.[ClH:44].CNC, predict the reaction product. The product is: [ClH:44].[CH3:12][N:2]([CH3:1])[CH2:3][CH2:4][C:5]([C:7]1[S:8][CH:9]=[CH:10][CH:11]=1)=[O:6]. (3) Given the reactants [NH2:1][C:2]1[CH:3]=[C:4]([CH:17]=[CH:18][C:19]=1[F:20])[CH2:5][C:6]1[C:15]2[C:10](=[CH:11][CH:12]=[CH:13][CH:14]=2)[C:9](=[O:16])[NH:8][N:7]=1.[C:21]([CH2:24][C:25]1([C:30](O)=[O:31])[CH2:29][CH2:28][CH2:27][CH2:26]1)(O)=[O:22], predict the reaction product. The product is: [F:20][C:19]1[CH:18]=[CH:17][C:4]([CH2:5][C:6]2[C:15]3[C:10](=[CH:11][CH:12]=[CH:13][CH:14]=3)[C:9](=[O:16])[NH:8][N:7]=2)=[CH:3][C:2]=1[N:1]1[C:21](=[O:22])[CH2:24][C:25]2([CH2:29][CH2:28][CH2:27][CH2:26]2)[C:30]1=[O:31]. (4) Given the reactants [Br:1][C:2]1[CH:8]=[CH:7][C:5]([NH2:6])=[CH:4][C:3]=1[CH3:9].[C:10](O)(=[O:12])[CH3:11].C(OC(=O)C)(=O)C, predict the reaction product. The product is: [Br:1][C:2]1[CH:8]=[CH:7][C:5]([NH:6][C:10](=[O:12])[CH3:11])=[CH:4][C:3]=1[CH3:9]. (5) Given the reactants [NH2:1][C:2]1[CH:11]=[CH:10][CH:9]=[C:8]2[C:3]=1[CH2:4][CH:5]([OH:12])[CH2:6][NH:7]2.[F:13][C:14]([F:26])([F:25])[C:15]1[CH:24]=[CH:23][C:18]([CH2:19][N:20]=[C:21]=[O:22])=[CH:17][CH:16]=1, predict the reaction product. The product is: [OH:12][CH:5]1[CH2:4][C:3]2[C:8](=[CH:9][CH:10]=[CH:11][C:2]=2[NH:1][C:21]([NH:20][CH2:19][C:18]2[CH:17]=[CH:16][C:15]([C:14]([F:13])([F:26])[F:25])=[CH:24][CH:23]=2)=[O:22])[NH:7][CH2:6]1. (6) Given the reactants [CH3:1][C:2]1[NH:6][C:5]2[C:7](=[O:10])[CH2:8][CH2:9][C:4]=2[C:3]=1[C:11]([OH:13])=O.C1C=CC2N(O)N=NC=2C=1.C(Cl)CCl.[NH:28]1[CH2:32][CH2:31][CH2:30][C@H:29]1[CH2:33][N:34]1[CH2:38][CH2:37][CH2:36][CH2:35]1, predict the reaction product. The product is: [CH3:1][C:2]1[NH:6][C:5]2[C:7](=[O:10])[CH2:8][CH2:9][C:4]=2[C:3]=1[C:11]([N:28]1[CH2:32][CH2:31][CH2:30][C@H:29]1[CH2:33][N:34]1[CH2:38][CH2:37][CH2:36][CH2:35]1)=[O:13]. (7) Given the reactants [Cl:1][C:2]1[CH:7]=[CH:6][C:5]([C:8]([C:10]2[CH:11]=[C:12]3[C:17](=[CH:18][CH:19]=2)[N:16]=[CH:15][CH:14]=[C:13]3O)=[O:9])=[CH:4][CH:3]=1.P(Cl)(Cl)([Cl:23])=O, predict the reaction product. The product is: [Cl:1][C:2]1[CH:7]=[CH:6][C:5]([C:8]([C:10]2[CH:11]=[C:12]3[C:17](=[CH:18][CH:19]=2)[N:16]=[CH:15][CH:14]=[C:13]3[Cl:23])=[O:9])=[CH:4][CH:3]=1. (8) Given the reactants [CH:1](O)=O.[CH2:4]([O:11][C:12]([N:14]1[CH2:19][CH2:18][NH:17][CH2:16][CH:15]1[C:20]([C:22]1[O:23][C:24]2[CH:30]=[CH:29][C:28]([F:31])=[CH:27][C:25]=2[CH:26]=1)=[O:21])=[O:13])[C:5]1[CH:10]=[CH:9][CH:8]=[CH:7][CH:6]=1.C=O.[OH-].[Na+], predict the reaction product. The product is: [CH2:4]([O:11][C:12]([N:14]1[CH2:19][CH2:18][N:17]([CH3:1])[CH2:16][CH:15]1[C:20]([C:22]1[O:23][C:24]2[CH:30]=[CH:29][C:28]([F:31])=[CH:27][C:25]=2[CH:26]=1)=[O:21])=[O:13])[C:5]1[CH:6]=[CH:7][CH:8]=[CH:9][CH:10]=1. (9) Given the reactants [P:1](=[O:5])([OH:4])([OH:3])[OH:2].[CH3:6][N:7]1[C:13](=[O:14])[C:12]([CH3:16])([CH3:15])[C:11](=[O:17])[N:10]([CH3:18])[C:9]2[CH:19]=[C:20]([O:23][CH2:24][CH2:25][CH2:26][N:27]([CH2:35][CH2:36][N:37]3[CH2:46][CH2:45][C:44]4[C:39](=[CH:40][CH:41]=[CH:42][CH:43]=4)[C:38]3=[O:47])[CH2:28][C:29]3[CH:34]=[CH:33][N:32]=[CH:31][CH:30]=3)[CH:21]=[CH:22][C:8]1=2, predict the reaction product. The product is: [P:1]([OH:5])([OH:4])([OH:3])=[O:2].[P:1]([OH:5])([OH:4])([OH:3])=[O:2].[P:1]([OH:5])([OH:4])([OH:3])=[O:2].[CH3:6][N:7]1[C:13](=[O:14])[C:12]([CH3:16])([CH3:15])[C:11](=[O:17])[N:10]([CH3:18])[C:9]2[CH:19]=[C:20]([O:23][CH2:24][CH2:25][CH2:26][N:27]([CH2:35][CH2:36][N:37]3[CH2:46][CH2:45][C:44]4[C:39](=[CH:40][CH:41]=[CH:42][CH:43]=4)[C:38]3=[O:47])[CH2:28][C:29]3[CH:30]=[CH:31][N:32]=[CH:33][CH:34]=3)[CH:21]=[CH:22][C:8]1=2. (10) Given the reactants Br[C:2]1[CH:3]=[N:4][CH:5]=[CH:6][C:7]=1[C:8]([N:10]1[C:19]2[C:14](=[CH:15][CH:16]=[CH:17][CH:18]=2)[CH2:13][CH2:12][CH2:11]1)=[O:9].[Cl:20][C:21]1[CH:26]=[CH:25][C:24]([Cl:27])=[CH:23][C:22]=1[OH:28].C(=O)([O-])[O-].[K+].[K+], predict the reaction product. The product is: [Cl:20][C:21]1[CH:26]=[CH:25][C:24]([Cl:27])=[CH:23][C:22]=1[O:28][C:2]1[CH:3]=[N:4][CH:5]=[CH:6][C:7]=1[C:8]([N:10]1[C:19]2[C:14](=[CH:15][CH:16]=[CH:17][CH:18]=2)[CH2:13][CH2:12][CH2:11]1)=[O:9].